Dataset: Catalyst prediction with 721,799 reactions and 888 catalyst types from USPTO. Task: Predict which catalyst facilitates the given reaction. (1) Reactant: [F:1][C:2]1[C:3]([NH:23][C@@H:24]2[CH2:29][CH2:28][CH2:27][N:26](C(OC(C)(C)C)=O)[CH2:25]2)=[N:4][C:5]([NH:14][C:15]2[C:16]([O:21]C)=[N:17][CH:18]=[CH:19][CH:20]=2)=[N:6][C:7]=1[N:8]1[CH2:13][CH2:12][O:11][CH2:10][CH2:9]1.Cl. Product: [F:1][C:2]1[C:7]([N:8]2[CH2:13][CH2:12][O:11][CH2:10][CH2:9]2)=[N:6][C:5]([NH:14][C:15]2[C:16](=[O:21])[NH:17][CH:18]=[CH:19][CH:20]=2)=[N:4][C:3]=1[NH:23][C@@H:24]1[CH2:29][CH2:28][CH2:27][NH:26][CH2:25]1. The catalyst class is: 12. (2) Reactant: C(OC([N:11]1[CH2:15][CH:14]([C:16]2[C:24]3[C:19](=[CH:20][C:21]([F:25])=[CH:22][CH:23]=3)[NH:18][CH:17]=2)[CH:13]2[N:26]([C:29](=[O:45])[CH:30]([NH:37][C:38]([O:40][C:41]([CH3:44])([CH3:43])[CH3:42])=[O:39])[CH:31]3[CH2:36][CH2:35][CH2:34][CH2:33][CH2:32]3)[CH2:27][CH2:28][CH:12]12)=O)C1C=CC=CC=1. Product: [C:41]([O:40][C:38](=[O:39])[NH:37][CH:30]([CH:31]1[CH2:32][CH2:33][CH2:34][CH2:35][CH2:36]1)[C:29]([N:26]1[CH2:27][CH2:28][CH:12]2[NH:11][CH2:15][CH:14]([C:16]3[C:24]4[C:19](=[CH:20][C:21]([F:25])=[CH:22][CH:23]=4)[NH:18][CH:17]=3)[CH:13]12)=[O:45])([CH3:44])([CH3:42])[CH3:43]. The catalyst class is: 5. (3) Reactant: [CH3:1][C:2]1[C:7]([CH3:8])=[CH:6][C:5]([CH3:9])=[CH:4][C:3]=1[OH:10].C[O:12][CH:13](Cl)Cl.[Cl-].[NH4+]. Product: [OH:10][C:3]1[C:2]([CH3:1])=[C:7]([CH3:8])[CH:6]=[C:5]([CH3:9])[C:4]=1[CH:13]=[O:12]. The catalyst class is: 528. (4) Reactant: [Br:1][C:2]1[S:6][C:5]([C:7]#[N:8])=[CH:4][C:3]=1[S:9][C:10]1[CH:15]=[CH:14][CH:13]=[C:12]([Br:16])[CH:11]=1.[OH:17]O. Product: [Br:1][C:2]1[S:6][C:5]([C:7]#[N:8])=[CH:4][C:3]=1[S:9]([C:10]1[CH:15]=[CH:14][CH:13]=[C:12]([Br:16])[CH:11]=1)=[O:17]. The catalyst class is: 52. (5) Reactant: Br[CH2:2][CH:3]1[CH2:8][CH2:7][CH2:6][CH2:5][CH2:4]1.[C:9]1([OH:19])[C:18]2[C:13](=[CH:14][CH:15]=[CH:16][CH:17]=2)[CH:12]=[CH:11][CH:10]=1.C(=O)([O-])[O-].[K+].[K+].[I-].[K+]. Product: [C:9]1([O:19][CH2:2][CH:3]2[CH2:8][CH2:7][CH2:6][CH2:5][CH2:4]2)[C:18]2[C:13](=[CH:14][CH:15]=[CH:16][CH:17]=2)[CH:12]=[CH:11][CH:10]=1. The catalyst class is: 179. (6) Reactant: [F:1][C:2]1[CH:7]=[CH:6][C:5]([NH:8][C:9]2[N:14]([CH3:15])[C:13](=[O:16])[C:12]([C:17]3[CH:22]=[CH:21][C:20]([OH:23])=[CH:19][N:18]=3)=[CH:11][N:10]=2)=[CH:4][CH:3]=1.[H-].[Na+].Cl[C:27]1[C:36]2[CH:35]=[C:34]3[O:37][CH2:38][O:39][C:33]3=[CH:32][C:31]=2[N:30]=[CH:29][N:28]=1. Product: [O:37]1[C:34]2=[CH:35][C:36]3[C:27]([O:23][C:20]4[CH:21]=[CH:22][C:17]([C:12]5[C:13](=[O:16])[N:14]([CH3:15])[C:9]([NH:8][C:5]6[CH:6]=[CH:7][C:2]([F:1])=[CH:3][CH:4]=6)=[N:10][CH:11]=5)=[N:18][CH:19]=4)=[N:28][CH:29]=[N:30][C:31]=3[CH:32]=[C:33]2[O:39][CH2:38]1. The catalyst class is: 31. (7) Product: [F:1][C:2]1[CH:7]=[CH:6][CH:5]=[CH:4][C:3]=1[N:8]1[C:16]2[C:11](=[C:12]([N:17]3[CH2:21][CH2:20][N:19]([CH2:22][C:23]([OH:25])=[O:24])[C:18]3=[O:30])[CH:13]=[CH:14][CH:15]=2)[CH:10]=[N:9]1. Reactant: [F:1][C:2]1[CH:7]=[CH:6][CH:5]=[CH:4][C:3]=1[N:8]1[C:16]2[C:11](=[C:12]([N:17]3[CH2:21][CH2:20][N:19]([CH2:22][C:23]([O:25]C(C)(C)C)=[O:24])[C:18]3=[O:30])[CH:13]=[CH:14][CH:15]=2)[CH:10]=[N:9]1.FC(F)(F)C(O)=O. The catalyst class is: 2. (8) Reactant: [CH2:1]([O:3][C:4]([CH:6]1[CH2:11][CH2:10][CH2:9][NH:8][CH2:7]1)=[O:5])[CH3:2].[Cl:12][C:13]1[CH:18]=[CH:17][C:16]([C:19]2([C:22](O)=[O:23])[CH2:21][CH2:20]2)=[CH:15][CH:14]=1.C(N(C(C)C)CC)(C)C.C1CN([P+](Br)(N2CCCC2)N2CCCC2)CC1.F[P-](F)(F)(F)(F)F. Product: [CH2:1]([O:3][C:4]([CH:6]1[CH2:11][CH2:10][CH2:9][N:8]([C:22]([C:19]2([C:16]3[CH:15]=[CH:14][C:13]([Cl:12])=[CH:18][CH:17]=3)[CH2:21][CH2:20]2)=[O:23])[CH2:7]1)=[O:5])[CH3:2]. The catalyst class is: 4.